This data is from Peptide-MHC class I binding affinity with 185,985 pairs from IEDB/IMGT. The task is: Regression. Given a peptide amino acid sequence and an MHC pseudo amino acid sequence, predict their binding affinity value. This is MHC class I binding data. (1) The peptide sequence is ATSIYTIER. The MHC is H-2-Db with pseudo-sequence H-2-Db. The binding affinity (normalized) is 0. (2) The peptide sequence is RILHNFAYSL. The MHC is HLA-A11:01 with pseudo-sequence HLA-A11:01. The binding affinity (normalized) is 0.0947. (3) The peptide sequence is FYLFTFTIY. The MHC is HLA-B15:17 with pseudo-sequence HLA-B15:17. The binding affinity (normalized) is 0.0847.